Dataset: Experimentally validated miRNA-target interactions with 360,000+ pairs, plus equal number of negative samples. Task: Binary Classification. Given a miRNA mature sequence and a target amino acid sequence, predict their likelihood of interaction. (1) The miRNA is bta-miR-145 with sequence GUCCAGUUUUCCCAGGAAUCCCU. The protein sequence of the target gene is MIWRRAALAGTRLVWSRSGSAGWLDRAAGAAGAAAAAASGMESNTSSSLENLATAPVNQIQETISDNCVVIFSKTSCSYCTMAKKLFHDMNVNYKVVELDLLEYGNQFQDALYKMTGERTVPRIFVNGTFIGGATDTHRLHKEGKLLPLVHQCYLKKSKRKEFQ. Result: 0 (no interaction). (2) The miRNA is hsa-miR-612 with sequence GCUGGGCAGGGCUUCUGAGCUCCUU. The protein sequence of the target gene is MESETEPEPVTLLVKSPNQRHRDLELSGDRGWSVGHLKAHLSRVYPERPRPEDQRLIYSGKLLLDHQCLRDLLPKQEKRHVLHLVCNVKSPSKMPEINAKVAESTEEPAGSNRGQYPEDSSSDGLRQREVLRNLSSPGWENISRPEAAQQAFQGLGPGFSGYTPYGWLQLSWFQQIYARQYYMQYLAATAASGAFVPPPSAQEIPVVSAPAPAPIHNQFPAENQPANQNAAPQVVVNPGANQNLRMNAQGGPIVEEDDEINRDWLDWTYSAATFSVFLSILYFYSSLSRFLMVMGATVVM.... Result: 1 (interaction).